Dataset: Full USPTO retrosynthesis dataset with 1.9M reactions from patents (1976-2016). Task: Predict the reactants needed to synthesize the given product. (1) The reactants are: [C:1]([N:20]1[CH:24]=[CH:23][N:22]=[C:21]1[N:25]=CN(C)C)([C:14]1[CH:19]=[CH:18][CH:17]=[CH:16][CH:15]=1)([C:8]1[CH:13]=[CH:12][CH:11]=[CH:10][CH:9]=1)[C:2]1[CH:7]=[CH:6][CH:5]=[CH:4][CH:3]=1.C(O)C.NN. Given the product [C:1]([N:20]1[CH:24]=[CH:23][N:22]=[C:21]1[NH2:25])([C:14]1[CH:15]=[CH:16][CH:17]=[CH:18][CH:19]=1)([C:8]1[CH:9]=[CH:10][CH:11]=[CH:12][CH:13]=1)[C:2]1[CH:7]=[CH:6][CH:5]=[CH:4][CH:3]=1, predict the reactants needed to synthesize it. (2) Given the product [F:37][C:36]([F:39])([F:38])[S:33]([O:22][C:20]1[N:19]=[CH:18][C:17]2[C:11]3[N:12]([CH:23]=[C:9]([C:8]4[N:4]([CH:1]([CH3:3])[CH3:2])[N:5]=[C:6]([CH3:24])[N:7]=4)[N:10]=3)[CH2:13][CH2:14][O:15][C:16]=2[CH:21]=1)(=[O:35])=[O:34], predict the reactants needed to synthesize it. The reactants are: [CH:1]([N:4]1[C:8]([C:9]2[N:10]=[C:11]3[C:17]4[CH:18]=[N:19][C:20]([OH:22])=[CH:21][C:16]=4[O:15][CH2:14][CH2:13][N:12]3[CH:23]=2)=[N:7][C:6]([CH3:24])=[N:5]1)([CH3:3])[CH3:2].ClC1C=CC(N([S:33]([C:36]([F:39])([F:38])[F:37])(=[O:35])=[O:34])[S:33]([C:36]([F:39])([F:38])[F:37])(=[O:35])=[O:34])=NC=1.C(N(CC)CC)C. (3) The reactants are: C([N:3]([CH2:6]C)[CH2:4]C)C.[C:8]([C@H:12]1[CH2:17][CH2:16][C@H:15]([O:18][C:19]2[CH:28]=[C:27]3[C:22]([CH:23]=[C:24](C=O)[N:25]=[CH:26]3)=[CH:21][CH:20]=2)[CH2:14][CH2:13]1)([CH3:11])([CH3:10])[CH3:9].Cl.C(O[C:35](=O)[CH2:36][CH2:37]N)C.Cl[CH2:41]CCl.[C:54]([O:53][BH-]([O:53][C:54](=[O:56])[CH3:55])[O:53][C:54](=[O:56])[CH3:55])(=[O:56])[CH3:55].[Na+]. Given the product [C:8]([C@H:12]1[CH2:13][CH2:14][C@H:15]([O:18][C:19]2[CH:28]=[C:27]3[C:22]([CH:23]=[C:24]([CH2:6][NH:3][CH2:4][CH2:55][C:54]([O:53][C:36]([CH3:37])([CH3:41])[CH3:35])=[O:56])[N:25]=[CH:26]3)=[CH:21][CH:20]=2)[CH2:16][CH2:17]1)([CH3:10])([CH3:11])[CH3:9], predict the reactants needed to synthesize it. (4) Given the product [Cl:19][C:4]1[N:5]=[C:6]([N:8]2[C:9](=[O:18])[C:10]3[C:15](=[CH:14][CH:13]=[CH:12][CH:11]=3)[C:16]2=[O:17])[S:7][C:3]=1[O:2][CH3:1], predict the reactants needed to synthesize it. The reactants are: [CH3:1][O:2][C:3]1[S:7][C:6]([N:8]2[C:16](=[O:17])[C:15]3[C:10](=[CH:11][CH:12]=[CH:13][CH:14]=3)[C:9]2=[O:18])=[N:5][CH:4]=1.[Cl:19]N1C(=O)CCC1=O.